This data is from Full USPTO retrosynthesis dataset with 1.9M reactions from patents (1976-2016). The task is: Predict the reactants needed to synthesize the given product. (1) Given the product [C:25]([O:24][C:22](=[O:23])[N:20]([C:16]1[CH:15]=[C:14]2[C:19]([C:11]([S:10][C:5]3[CH:6]=[CH:7][CH:8]=[CH:9][C:4]=3[CH2:3][OH:2])=[CH:12][N:13]2[CH2:29][C:30]2[CH:35]=[C:34]([F:36])[CH:33]=[C:32]([F:37])[CH:31]=2)=[CH:18][CH:17]=1)[CH3:21])([CH3:28])([CH3:26])[CH3:27], predict the reactants needed to synthesize it. The reactants are: C[O:2][C:3](=O)[C:4]1[CH:9]=[CH:8][CH:7]=[CH:6][C:5]=1[S:10][C:11]1[C:19]2[C:14](=[CH:15][C:16]([N:20]([C:22]([O:24][C:25]([CH3:28])([CH3:27])[CH3:26])=[O:23])[CH3:21])=[CH:17][CH:18]=2)[N:13]([CH2:29][C:30]2[CH:35]=[C:34]([F:36])[CH:33]=[C:32]([F:37])[CH:31]=2)[CH:12]=1.[H-].[Al+3].[Li+].[H-].[H-].[H-]. (2) Given the product [CH3:32][C:27]1([CH3:33])[C:28]([CH3:31])([CH3:30])[O:29][B:25]([C:2]2[CH:7]=[CH:6][C:5]([S:8]([CH2:11][CH:12]3[CH2:17][CH2:16][N:15]([C:18]([O:20][C:21]([CH3:24])([CH3:23])[CH3:22])=[O:19])[CH2:14][CH2:13]3)(=[O:10])=[O:9])=[CH:4][CH:3]=2)[O:26]1, predict the reactants needed to synthesize it. The reactants are: Br[C:2]1[CH:7]=[CH:6][C:5]([S:8]([CH2:11][CH:12]2[CH2:17][CH2:16][N:15]([C:18]([O:20][C:21]([CH3:24])([CH3:23])[CH3:22])=[O:19])[CH2:14][CH2:13]2)(=[O:10])=[O:9])=[CH:4][CH:3]=1.[B:25]1([B:25]2[O:29][C:28]([CH3:31])([CH3:30])[C:27]([CH3:33])([CH3:32])[O:26]2)[O:29][C:28]([CH3:31])([CH3:30])[C:27]([CH3:33])([CH3:32])[O:26]1.C([O-])(=O)C.[K+].[B].[B].OC(C(O)(C)C)(C)C.